From a dataset of Full USPTO retrosynthesis dataset with 1.9M reactions from patents (1976-2016). Predict the reactants needed to synthesize the given product. (1) Given the product [ClH:32].[C:1]1([S:7]([N:10]2[C:18]3[C:13](=[C:14]([N:19]4[CH2:24][CH2:23][NH:22][CH2:21][CH2:20]4)[CH:15]=[CH:16][CH:17]=3)[CH:12]=[CH:11]2)(=[O:9])=[O:8])[CH:2]=[CH:3][CH:4]=[CH:5][CH:6]=1, predict the reactants needed to synthesize it. The reactants are: [C:1]1([S:7]([N:10]2[C:18]3[C:13](=[C:14]([N:19]4[CH2:24][CH2:23][N:22](C(OC(C)(C)C)=O)[CH2:21][CH2:20]4)[CH:15]=[CH:16][CH:17]=3)[CH:12]=[CH:11]2)(=[O:9])=[O:8])[CH:6]=[CH:5][CH:4]=[CH:3][CH:2]=1.[ClH:32]. (2) Given the product [NH2:7][C@H:8]1[CH2:9][CH2:10][C@H:11]([CH2:14][NH:15][C:16]2[C:21]([Br:22])=[CH:20][N:19]=[C:18]([NH:23][CH2:24][C:25]3[CH:30]=[CH:29][CH:28]=[CH:27][C:26]=3[O:31][C:32]([F:33])([F:34])[F:35])[N:17]=2)[CH2:12][CH2:13]1, predict the reactants needed to synthesize it. The reactants are: C(OC(=O)[NH:7][CH:8]1[CH2:13][CH2:12][CH:11]([CH2:14][NH:15][C:16]2[C:21]([Br:22])=[CH:20][N:19]=[C:18]([NH:23][CH2:24][C:25]3[CH:30]=[CH:29][CH:28]=[CH:27][C:26]=3[O:31][C:32]([F:35])([F:34])[F:33])[N:17]=2)[CH2:10][CH2:9]1)(C)(C)C.C(O)(C(F)(F)F)=O. (3) The reactants are: [CH3:1][O:2][C:3]1[C:10]([CH3:11])=[CH:9][C:6]([CH:7]=O)=[CH:5][C:4]=1[CH3:12].Cl.[NH2:14][OH:15].C([O-])([O-])=O.[Na+].[Na+]. Given the product [CH3:1][O:2][C:3]1[C:10]([CH3:11])=[CH:9][C:6]([CH:7]=[N:14][OH:15])=[CH:5][C:4]=1[CH3:12], predict the reactants needed to synthesize it. (4) The reactants are: CO[C:3]([C@@H:5]1[O:9][C:8](=[O:10])[N:7]([C:11]2[CH:20]=[CH:19][C:14]3[C:15]([CH3:18])=[N:16][O:17][C:13]=3[CH:12]=2)[CH2:6]1)=[O:4].[CH3:21][NH2:22]. Given the product [CH3:21][NH:22][C:3]([C@@H:5]1[O:9][C:8](=[O:10])[N:7]([C:11]2[CH:20]=[CH:19][C:14]3[C:15]([CH3:18])=[N:16][O:17][C:13]=3[CH:12]=2)[CH2:6]1)=[O:4], predict the reactants needed to synthesize it. (5) Given the product [C:1]1([CH2:7][CH2:8][CH2:9][CH:10]([NH:20][C:21]([CH:23]2[CH2:28][CH2:27][N:26]([C:29]([CH:31]3[CH2:36][CH2:35][CH2:34][CH2:33][N:32]3[CH2:39][C@@H:38]([OH:37])[CH2:40][O:41][C:42]3[CH:51]=[CH:50][CH:49]=[C:48]4[C:43]=3[CH:44]=[CH:45][CH:46]=[N:47]4)=[O:30])[CH2:25][CH2:24]2)=[O:22])[CH2:11][CH2:12][CH2:13][C:14]2[CH:15]=[CH:16][CH:17]=[CH:18][CH:19]=2)[CH:2]=[CH:3][CH:4]=[CH:5][CH:6]=1, predict the reactants needed to synthesize it. The reactants are: [C:1]1([CH2:7][CH2:8][CH2:9][CH:10]([NH:20][C:21]([CH:23]2[CH2:28][CH2:27][N:26]([C:29]([CH:31]3[CH2:36][CH2:35][CH2:34][CH2:33][NH:32]3)=[O:30])[CH2:25][CH2:24]2)=[O:22])[CH2:11][CH2:12][CH2:13][C:14]2[CH:19]=[CH:18][CH:17]=[CH:16][CH:15]=2)[CH:6]=[CH:5][CH:4]=[CH:3][CH:2]=1.[O:37]1[CH2:39][C@@H:38]1[CH2:40][O:41][C:42]1[CH:51]=[CH:50][CH:49]=[C:48]2[C:43]=1[CH:44]=[CH:45][CH:46]=[N:47]2. (6) Given the product [C:18]([O:22][C:23]([NH:8][C@@:7]([C:1]1[CH:6]=[CH:5][CH:4]=[CH:3][CH:2]=1)([C:10]([OH:12])=[O:11])[CH3:9])=[O:24])([CH3:21])([CH3:20])[CH3:19], predict the reactants needed to synthesize it. The reactants are: [C:1]1([C@:7]([C:10]([OH:12])=[O:11])([CH3:9])[NH2:8])[CH:6]=[CH:5][CH:4]=[CH:3][CH:2]=1.[OH-].C[NH+](C)C.[C:18]([O:22][C:23](=O)[O:24]C(C)(C)C)([CH3:21])([CH3:20])[CH3:19].